Predict the product of the given reaction. From a dataset of Forward reaction prediction with 1.9M reactions from USPTO patents (1976-2016). (1) Given the reactants [CH3:1][O:2][C:3](=[O:15])[CH:4]([O:8][C:9](=O)[C:10]([CH3:13])([CH3:12])[CH3:11])[C:5](=O)[CH3:6].FC(F)(F)C([O-])=O.[NH4+:23], predict the reaction product. The product is: [CH3:1][O:2][C:3]([C:4]1[O:8][C:9]([C:10]([CH3:13])([CH3:12])[CH3:11])=[N:23][C:5]=1[CH3:6])=[O:15]. (2) Given the reactants [Cl:1][C:2]1[C:7]([C:8]([F:11])([F:10])[F:9])=[CH:6][CH:5]=[CH:4][C:3]=1[CH2:12][NH:13][CH:14]=O.C(NC(C)C)(C)C.P(Cl)(Cl)(Cl)=O.C(=O)([O-])O.[Na+], predict the reaction product. The product is: [Cl:1][C:2]1[C:7]([C:8]([F:10])([F:11])[F:9])=[CH:6][CH:5]=[CH:4][C:3]=1[CH2:12][N+:13]#[C-:14].